From a dataset of Full USPTO retrosynthesis dataset with 1.9M reactions from patents (1976-2016). Predict the reactants needed to synthesize the given product. (1) Given the product [C:1]([C:4]1[C:22](=[O:23])[C@@:8]2([CH3:24])[C:9]3[C:15]([OH:16])=[CH:14][C:13]([O:17][CH3:18])=[C:12]([C:19]([NH:21][CH2:26][C:28]4[C:33]([CH3:34])=[CH:32][C:31]([NH:35][S:36]([CH2:39][CH2:40][CH3:41])(=[O:38])=[O:37])=[CH:30][C:29]=4[CH3:42])=[O:20])[C:10]=3[O:11][C:7]2=[CH:6][C:5]=1[OH:25])(=[O:3])[CH3:2], predict the reactants needed to synthesize it. The reactants are: [C:1]([C:4]1[C:22](=[O:23])[C@@:8]2([CH3:24])[C:9]3[C:15]([OH:16])=[CH:14][C:13]([O:17][CH3:18])=[C:12]([C:19]([NH2:21])=[O:20])[C:10]=3[O:11][C:7]2=[CH:6][C:5]=1[OH:25])(=[O:3])[CH3:2].[CH:26]([C:28]1[C:33]([CH3:34])=[CH:32][C:31]([NH:35][S:36]([CH2:39][CH2:40][CH3:41])(=[O:38])=[O:37])=[CH:30][C:29]=1[CH3:42])=O.C([SiH](CC)CC)C.FC(F)(F)C(O)=O. (2) Given the product [CH2:40]([N:47]([C@@H:55]([CH2:58][C:59]1[CH:64]=[CH:63][C:62]([S:66][C:67]2[CH:72]=[CH:71][C:70]([OH:73])=[CH:69][CH:68]=2)=[CH:61][CH:60]=1)[CH2:56][OH:57])[C:48](=[O:54])[O:49][C:50]([CH3:53])([CH3:52])[CH3:51])[C:41]1[CH:46]=[CH:45][CH:44]=[CH:43][CH:42]=1, predict the reactants needed to synthesize it. The reactants are: C1(P(C2C=CC=CC=2)C2C=CC=CC=2OC2C=CC=CC=2P(C2C=CC=CC=2)C2C=CC=CC=2)C=CC=CC=1.[CH2:40]([N:47]([C@@H:55]([CH2:58][C:59]1[CH:64]=[CH:63][C:62](I)=[CH:61][CH:60]=1)[CH2:56][OH:57])[C:48](=[O:54])[O:49][C:50]([CH3:53])([CH3:52])[CH3:51])[C:41]1[CH:46]=[CH:45][CH:44]=[CH:43][CH:42]=1.[SH:66][C:67]1[CH:72]=[CH:71][C:70]([OH:73])=[CH:69][CH:68]=1.CC(C)([O-])C.[K+]. (3) Given the product [C:1]([C:3]1[CH:8]=[CH:7][C:6]([NH:9][C:10]2[N:18]=[C:17]3[C:13]([N:14]=[CH:15][N:16]3[CH3:19])=[C:12]([O:20][C:21]3[C:26]([CH3:27])=[CH:25][C:24]([C:28]4[CH:29]=[CH:30][C:31]([C:34]([NH2:42])=[O:35])=[CH:32][CH:33]=4)=[CH:23][C:22]=3[CH3:37])[N:11]=2)=[CH:5][CH:4]=1)#[N:2], predict the reactants needed to synthesize it. The reactants are: [C:1]([C:3]1[CH:8]=[CH:7][C:6]([NH:9][C:10]2[N:18]=[C:17]3[C:13]([N:14]=[CH:15][N:16]3[CH3:19])=[C:12]([O:20][C:21]3[C:26]([CH3:27])=[CH:25][C:24]([C:28]4[CH:33]=[CH:32][C:31]([C:34](O)=[O:35])=[CH:30][CH:29]=4)=[CH:23][C:22]=3[CH3:37])[N:11]=2)=[CH:5][CH:4]=1)#[N:2].C1C=[N:42]C2N(O)N=NC=2C=1.CCN=C=NCCCN(C)C.[Cl-].[NH4+]. (4) Given the product [N+:3]([C:4]1[CH:13]=[CH:12][C:7]([C:8]([O:10][CH3:11])=[O:9])=[CH:6][CH:5]=1)#[C-:1], predict the reactants needed to synthesize it. The reactants are: [CH:1]([NH:3][C:4]1[CH:13]=[CH:12][C:7]([C:8]([O:10][CH3:11])=[O:9])=[CH:6][CH:5]=1)=O.CCN(C(C)C)C(C)C.P(Cl)(Cl)(Cl)=O.